Predict the product of the given reaction. From a dataset of Forward reaction prediction with 1.9M reactions from USPTO patents (1976-2016). (1) The product is: [CH3:14][N:15]1[C:19]([C:5]2[CH:4]=[N:3][C:2]([NH:24][C:25]3[S:26][CH:27]=[C:28]([CH3:30])[N:29]=3)=[C:11]3[C:6]=2[CH:7]=[CH:8][C:9]([CH3:12])=[N:10]3)=[CH:18][C:17]([CH3:23])=[N:16]1. Given the reactants Cl[C:2]1[N:3]=[CH:4][C:5](I)=[C:6]2[C:11]=1[N:10]=[C:9]([CH3:12])[CH:8]=[CH:7]2.[CH3:14][N:15]1[C:19](B(O)O)=[CH:18][C:17]([CH3:23])=[N:16]1.[NH2:24][C:25]1[S:26][CH:27]=[C:28]([CH3:30])[N:29]=1, predict the reaction product. (2) Given the reactants Br[C:2]1[CH:3]=[C:4]2[C:9](=[CH:10][CH:11]=1)[CH2:8][N:7]([CH2:12][C:13]1[CH:14]=[C:15]([C:24]([O:26]CC)=[O:25])[C:16](=[O:23])[N:17]3[C:22]=1[CH:21]=[CH:20][CH:19]=[CH:18]3)[CH2:6][CH2:5]2.[C:29]1(B(O)O)[CH:34]=[CH:33][CH:32]=[CH:31][CH:30]=1.C(=O)([O-])[O-].[Cs+].[Cs+], predict the reaction product. The product is: [O:23]=[C:16]1[N:17]2[C:22]([CH:21]=[CH:20][CH:19]=[CH:18]2)=[C:13]([CH2:12][N:7]2[CH2:6][CH2:5][C:4]3[C:9](=[CH:10][CH:11]=[C:2]([C:29]4[CH:34]=[CH:33][CH:32]=[CH:31][CH:30]=4)[CH:3]=3)[CH2:8]2)[CH:14]=[C:15]1[C:24]([OH:26])=[O:25]. (3) Given the reactants [C:1]([O:5][C:6]([N:8]1[CH2:12][C@@H:11]([CH2:13][N:14]([CH:31]([CH3:33])[CH3:32])[C:15](=[O:30])[C:16]2[CH:21]=[CH:20][C:19]([O:22][CH3:23])=[C:18]([O:24][CH2:25][CH2:26][CH2:27][O:28][CH3:29])[CH:17]=2)[C@H:10]([OH:34])[CH2:9]1)=[O:7])([CH3:4])([CH3:3])[CH3:2].[O-]S([O-])(=S)=O.[Na+].[Na+], predict the reaction product. The product is: [C:1]([O:5][C:6]([N:8]1[CH2:9][C:10](=[O:34])[CH:11]([CH2:13][N:14]([CH:31]([CH3:33])[CH3:32])[C:15](=[O:30])[C:16]2[CH:21]=[CH:20][C:19]([O:22][CH3:23])=[C:18]([O:24][CH2:25][CH2:26][CH2:27][O:28][CH3:29])[CH:17]=2)[CH2:12]1)=[O:7])([CH3:4])([CH3:3])[CH3:2]. (4) The product is: [CH3:1][NH:2][C:3]([C:5]1[CH:6]=[C:7]([CH:18]=[CH:19][C:20]=1[O:21][CH3:22])[O:8][C:9]1[CH:14]=[CH:13][C:12]([NH2:15])=[CH:11][CH:10]=1)=[O:4]. Given the reactants [CH3:1][NH:2][C:3]([C:5]1[CH:6]=[C:7]([CH:18]=[CH:19][C:20]=1[O:21][CH3:22])[O:8][C:9]1[CH:14]=[CH:13][C:12]([N+:15]([O-])=O)=[CH:11][CH:10]=1)=[O:4], predict the reaction product. (5) Given the reactants Cl[C:2]1[CH:7]=[CH:6][CH:5]=[CH:4][C:3]=1[O:8][CH3:9].[C:10]([CH2:12][C:13]([O:15][CH2:16][CH3:17])=[O:14])#[N:11], predict the reaction product. The product is: [CH3:9][O:8][C:3]1[CH:4]=[CH:5][CH:6]=[CH:7][C:2]=1[CH:12]([C:10]#[N:11])[C:13]([O:15][CH2:16][CH3:17])=[O:14]. (6) Given the reactants [CH2:1]([C@H:4]1[O:9][C@@H:8]([CH3:10])[CH2:7][N:6](CC2C=CC=CC=2)[CH2:5]1)[CH:2]=[CH2:3].[F:18][C:19]([F:24])([F:23])[C:20]([OH:22])=[O:21], predict the reaction product. The product is: [F:18][C:19]([F:24])([F:23])[C:20]([OH:22])=[O:21].[CH3:10][C@H:8]1[O:9][C@@H:4]([CH2:1][CH2:2][CH3:3])[CH2:5][NH:6][CH2:7]1. (7) Given the reactants [F:1][C:2]1[C:3]([C:9]2[N:13]([CH:14]3[CH2:19][CH2:18][O:17][CH2:16][CH2:15]3)[C:12]([CH3:20])=[N:11][CH:10]=2)=[N:4][C:5]([NH2:8])=[N:6][CH:7]=1.Br[C:22]1[CH:27]=[CH:26][C:25]([S:28]([N:31]([CH3:33])[CH3:32])(=[O:30])=[O:29])=[CH:24][CH:23]=1.C([O-])([O-])=O.[Cs+].[Cs+].CC(C1C=C(C(C)C)C(C2C=CC=CC=2P(C2CCCCC2)C2CCCCC2)=C(C(C)C)C=1)C, predict the reaction product. The product is: [F:1][C:2]1[C:3]([C:9]2[N:13]([CH:14]3[CH2:19][CH2:18][O:17][CH2:16][CH2:15]3)[C:12]([CH3:20])=[N:11][CH:10]=2)=[N:4][C:5]([NH:8][C:22]2[CH:23]=[CH:24][C:25]([S:28]([N:31]([CH3:33])[CH3:32])(=[O:29])=[O:30])=[CH:26][CH:27]=2)=[N:6][CH:7]=1. (8) Given the reactants I[C:2]1[CH:3]=[C:4]([NH:8][C:9]([N:11]2[C:15]3[N:16]=[C:17]([N:45]4[CH2:50][CH2:49][O:48][CH2:47][CH2:46]4)[N:18]=[C:19]([C:20]4[CH:21]=[N:22][C:23]([N:26]([CH2:36][C:37]5[CH:42]=[CH:41][C:40]([O:43][CH3:44])=[CH:39][CH:38]=5)[CH2:27][C:28]5[CH:33]=[CH:32][C:31]([O:34][CH3:35])=[CH:30][CH:29]=5)=[N:24][CH:25]=4)[C:14]=3[CH2:13][CH2:12]2)=[O:10])[CH:5]=[CH:6][CH:7]=1.[CH2:51]([N:53]1[CH2:58][CH2:57][NH:56][CH2:55][CH2:54]1)[CH3:52].COC1C=CC=C(OC)C=1C1C=CC=CC=1P(C1CCCCC1)C1CCCCC1.P([O-])([O-])([O-])=O.[K+].[K+].[K+], predict the reaction product. The product is: [CH2:51]([N:53]1[CH2:58][CH2:57][N:56]([C:2]2[CH:3]=[C:4]([NH:8][C:9]([N:11]3[C:15]4[N:16]=[C:17]([N:45]5[CH2:50][CH2:49][O:48][CH2:47][CH2:46]5)[N:18]=[C:19]([C:20]5[CH:21]=[N:22][C:23]([N:26]([CH2:36][C:37]6[CH:42]=[CH:41][C:40]([O:43][CH3:44])=[CH:39][CH:38]=6)[CH2:27][C:28]6[CH:33]=[CH:32][C:31]([O:34][CH3:35])=[CH:30][CH:29]=6)=[N:24][CH:25]=5)[C:14]=4[CH2:13][CH2:12]3)=[O:10])[CH:5]=[CH:6][CH:7]=2)[CH2:55][CH2:54]1)[CH3:52].